This data is from Forward reaction prediction with 1.9M reactions from USPTO patents (1976-2016). The task is: Predict the product of the given reaction. Given the reactants [Br:1][C:2]1[CH:3]=[CH:4][C:5]([Cl:25])=[C:6]([CH:24]=1)[C:7]([NH:9][C:10]1[N:14]([C:15]2[CH:20]=[CH:19][CH:18]=[CH:17][CH:16]=2)[N:13]=[C:12]([C:21]([OH:23])=O)[CH:11]=1)=[O:8].[CH:26]1([NH2:29])[CH2:28][CH2:27]1.N1C=CC=CC=1.CCCP(O)(O)=O.C(=O)([O-])[O-].[K+].[K+], predict the reaction product. The product is: [Br:1][C:2]1[CH:3]=[CH:4][C:5]([Cl:25])=[C:6]([CH:24]=1)[C:7]([NH:9][C:10]1[N:14]([C:15]2[CH:16]=[CH:17][CH:18]=[CH:19][CH:20]=2)[N:13]=[C:12]([C:21]([NH:29][CH:26]2[CH2:28][CH2:27]2)=[O:23])[CH:11]=1)=[O:8].